From a dataset of Full USPTO retrosynthesis dataset with 1.9M reactions from patents (1976-2016). Predict the reactants needed to synthesize the given product. (1) Given the product [F:1][C:2]1[CH:7]=[C:6]([N+:8]([O-:10])=[O:9])[CH:5]=[CH:4][C:3]=1[N:11]([CH2:12][C:20]([F:23])([F:22])[F:21])[C@H:15]([CH2:16][CH:17]([CH3:18])[CH3:19])[CH2:14][OH:13], predict the reactants needed to synthesize it. The reactants are: [F:1][C:2]1[CH:7]=[C:6]([N+:8]([O-:10])=[O:9])[CH:5]=[CH:4][C:3]=1[N:11]1[C@H:15]([CH2:16][CH:17]([CH3:19])[CH3:18])[CH2:14][O:13][CH:12]1[C:20]([F:23])([F:22])[F:21].[SiH](CC)(CC)CC. (2) Given the product [N:15]1[CH:14]=[N:13][N:11]2[CH:12]=[C:7]([C:6]3[N:5]([C:16]4[CH:17]=[C:18]([CH3:22])[CH:19]=[CH:20][CH:21]=4)[C:4](=[O:23])[N:3]([CH2:31][CH:32]4[CH2:36][CH2:35][CH2:34][CH2:33]4)[C:2]=3[CH3:1])[CH:8]=[CH:9][C:10]=12, predict the reactants needed to synthesize it. The reactants are: [CH3:1][C:2]1[NH:3][C:4](=[O:23])[N:5]([C:16]2[CH:17]=[C:18]([CH3:22])[CH:19]=[CH:20][CH:21]=2)[C:6]=1[C:7]1[CH:8]=[CH:9][C:10]2[N:11]([N:13]=[CH:14][N:15]=2)[CH:12]=1.CC(C)([O-])C.[K+].I[CH2:31][CH:32]1[CH2:36][CH2:35][CH2:34][CH2:33]1. (3) Given the product [F:1][C:2]1[CH:7]=[CH:6][CH:5]=[CH:4][C:3]=1[C:8]1[N:12]2[N:13]=[C:14]([S:17][CH:25]([CH2:31][CH3:32])[C:26]([O:28][CH2:29][CH3:30])=[O:27])[CH:15]=[CH:16][C:11]2=[N:10][N:9]=1, predict the reactants needed to synthesize it. The reactants are: [F:1][C:2]1[CH:7]=[CH:6][CH:5]=[CH:4][C:3]=1[C:8]1[N:12]2[N:13]=[C:14]([SH:17])[CH:15]=[CH:16][C:11]2=[N:10][N:9]=1.C(=O)([O-])[O-].[Cs+].[Cs+].Br[CH:25]([CH2:31][CH3:32])[C:26]([O:28][CH2:29][CH3:30])=[O:27]. (4) Given the product [Cl:1][C:2]1[CH:8]=[CH:7][C:5]([N:6]=[C:10]=[O:11])=[CH:4][C:3]=1[F:9], predict the reactants needed to synthesize it. The reactants are: [Cl:1][C:2]1[CH:8]=[CH:7][C:5]([NH2:6])=[CH:4][C:3]=1[F:9].[C:10](=O)(O)[O-:11].[Na+].ClC(Cl)(OC(=O)OC(Cl)(Cl)Cl)Cl.